From a dataset of Full USPTO retrosynthesis dataset with 1.9M reactions from patents (1976-2016). Predict the reactants needed to synthesize the given product. The reactants are: [F:1][C:2]1[N:7]2[CH:8]=[C:9]([CH:11]=O)[N:10]=[C:6]2[CH:5]=[CH:4][CH:3]=1.[CH3:13][O:14][C:15]1[CH:16]=[C:17]([CH:19]=[CH:20][CH:21]=1)[NH2:18]. Given the product [F:1][C:2]1[N:7]2[CH:8]=[C:9]([CH:11]=[N:18][C:17]3[CH:19]=[CH:20][CH:21]=[C:15]([O:14][CH3:13])[CH:16]=3)[N:10]=[C:6]2[CH:5]=[CH:4][CH:3]=1, predict the reactants needed to synthesize it.